This data is from Full USPTO retrosynthesis dataset with 1.9M reactions from patents (1976-2016). The task is: Predict the reactants needed to synthesize the given product. (1) Given the product [CH2:1]([O:8][C:9]1[CH:10]=[C:11]([CH:12]=[CH:13][CH:14]=1)[O:15][C:25]1[C:34]2[C:29](=[CH:30][CH:31]=[CH:32][CH:33]=2)[NH:28][C:16](=[O:19])[CH:26]=1)[C:2]1[CH:3]=[CH:4][CH:5]=[CH:6][CH:7]=1, predict the reactants needed to synthesize it. The reactants are: [CH2:1]([O:8][C:9]1[CH:10]=[C:11]([OH:15])[CH:12]=[CH:13][CH:14]=1)[C:2]1[CH:7]=[CH:6][CH:5]=[CH:4][CH:3]=1.[C:16](=[O:19])([O-])[O-].[K+].[K+].[N+]([C:25]1[C:34]2[C:29](=[CH:30][CH:31]=[CH:32][CH:33]=2)[N+:28]([O-])=C[CH:26]=1)([O-])=O.CC1C=CC(S(Cl)(=O)=O)=CC=1.ClC(Cl)C.C(=O)([O-])[O-].[Na+].[Na+]. (2) Given the product [C:20]([C:22]1[CH:23]=[C:24]([CH:28]=[C:29]([CH:33]2[CH2:35][CH2:34]2)[C:30]=1[O:31][CH3:32])[C:25]([N:3]1[C:4]2[CH:9]=[CH:8][CH:7]=[CH:6][C:5]=2[S:1][CH2:2]1)=[O:26])#[N:21], predict the reactants needed to synthesize it. The reactants are: [S:1]1[C:5]2[CH:6]=[CH:7][CH:8]=[CH:9][C:4]=2[NH:3][CH2:2]1.NC1C=CC=CC=1S.C=O.[C:20]([C:22]1[CH:23]=[C:24]([CH:28]=[C:29]([CH:33]2[CH2:35][CH2:34]2)[C:30]=1[O:31][CH3:32])[C:25](Cl)=[O:26])#[N:21]. (3) Given the product [C:37]1([C:34]2[N:35]=[N:36][N:32]([CH:31]=[C:28]3[CH2:29][CH2:30][NH:25][CH2:26][CH2:27]3)[N:33]=2)[CH:38]=[CH:39][CH:40]=[CH:41][CH:42]=1, predict the reactants needed to synthesize it. The reactants are: S1C=CC=C1C1OC(C=C2CCNCC2)=NN=1.C(OC([N:25]1[CH2:30][CH2:29][C:28](=[CH:31][N:32]2[N:36]=[N:35][C:34]([C:37]3[CH:42]=[CH:41][CH:40]=[CH:39][CH:38]=3)=[N:33]2)[CH2:27][CH2:26]1)=O)(C)(C)C. (4) Given the product [C:1]([O:5][C:6]([N:8]=[S:9]([C:12]1[CH:17]=[CH:16][C:15]([NH2:18])=[CH:14][CH:13]=1)([CH3:11])=[O:10])=[O:7])([CH3:4])([CH3:2])[CH3:3], predict the reactants needed to synthesize it. The reactants are: [C:1]([O:5][C:6]([N:8]=[S:9]([C:12]1[CH:17]=[CH:16][C:15]([N+:18]([O-])=O)=[CH:14][CH:13]=1)([CH3:11])=[O:10])=[O:7])([CH3:4])([CH3:3])[CH3:2].C([O-])=O.[NH4+]. (5) Given the product [Br:6][C:7]1[CH:11]=[CH:10][CH2:9][C:8]=1[Sn:14]([CH3:16])([CH3:15])[CH3:13], predict the reactants needed to synthesize it. The reactants are: C([Li])CCC.[Br:6][C:7]1[CH2:11][CH2:10][CH2:9][C:8]=1Br.[CH3:13][Sn:14](Cl)([CH3:16])[CH3:15]. (6) The reactants are: [CH:1]1(Br)[CH2:5][CH2:4][CH2:3][CH2:2]1.S(C)C.[Si:10]([O:17][CH2:18][CH:19]1[CH2:21][N@@:20]1[C:22]([O:24][C:25]([CH3:28])([CH3:27])[CH3:26])=[O:23])([C:13]([CH3:16])([CH3:15])[CH3:14])([CH3:12])[CH3:11]. Given the product [CH:1]1([CH2:21][C@H:19]([NH:20][C:22](=[O:23])[O:24][C:25]([CH3:28])([CH3:27])[CH3:26])[CH2:18][O:17][Si:10]([C:13]([CH3:15])([CH3:16])[CH3:14])([CH3:12])[CH3:11])[CH2:5][CH2:4][CH2:3][CH2:2]1, predict the reactants needed to synthesize it. (7) Given the product [O:32]1[CH2:37][CH2:36][CH2:35][CH2:34][CH:33]1[CH2:38][N:39]1[C:47]2[C:42](=[C:43]([NH:48][C:29]([C:22]3[N:23]4[CH:28]=[CH:27][CH:26]=[CH:25][C:24]4=[N:20][CH:21]=3)=[O:31])[CH:44]=[CH:45][CH:46]=2)[CH:41]=[N:40]1, predict the reactants needed to synthesize it. The reactants are: FC1C=C(F)C=CC=1CN1C2C=CC=C(N)C=2C=N1.[N:20]1[CH:21]=[C:22]([C:29]([OH:31])=O)[N:23]2[CH:28]=[CH:27][CH:26]=[CH:25][C:24]=12.[O:32]1[CH2:37][CH2:36][CH2:35][CH2:34][CH:33]1[CH2:38][N:39]1[C:47]2[CH:46]=[CH:45][CH:44]=[C:43]([NH2:48])[C:42]=2[CH:41]=[N:40]1. (8) Given the product [NH2:1][C:4]1[CH:9]=[CH:8][C:7]([CH:10]2[S:22][C:13]3=[N:14][C:15]4[C:20]([CH2:21][N:12]3[C:11]2=[O:23])=[CH:19][CH:18]=[CH:17][CH:16]=4)=[CH:6][CH:5]=1, predict the reactants needed to synthesize it. The reactants are: [N+:1]([C:4]1[CH:9]=[CH:8][C:7]([CH:10]2[S:22][C:13]3=[N:14][C:15]4[C:20]([CH2:21][N:12]3[C:11]2=[O:23])=[CH:19][CH:18]=[CH:17][CH:16]=4)=[CH:6][CH:5]=1)([O-])=O. (9) Given the product [CH2:1]([C:3]1[C:24]([NH:25][CH2:26][CH2:27][N:28]2[CH2:33][CH2:32][O:31][CH2:30][CH2:29]2)=[CH:23][C:6]2[C:7]([CH3:22])([CH3:21])[C:8]3[N:9]([CH2:26][CH2:27][N:28]4[CH2:33][CH2:34][O:37][CH2:30][CH2:29]4)[C:10]4[C:15]([C:16]=3[C:17](=[O:18])[C:5]=2[CH:4]=1)=[CH:14][CH:13]=[C:12]([C:19]#[N:20])[CH:11]=4)[CH3:2], predict the reactants needed to synthesize it. The reactants are: [CH2:1]([C:3]1[C:24]([NH:25][CH2:26][CH2:27][N:28]2[CH2:33][CH2:32][O:31][CH2:30][CH2:29]2)=[CH:23][C:6]2[C:7]([CH3:22])([CH3:21])[C:8]3[NH:9][C:10]4[C:15]([C:16]=3[C:17](=[O:18])[C:5]=2[CH:4]=1)=[CH:14][CH:13]=[C:12]([C:19]#[N:20])[CH:11]=4)[CH3:2].[C:34]([O-:37])([O-])=O.[K+].[K+].